Dataset: Catalyst prediction with 721,799 reactions and 888 catalyst types from USPTO. Task: Predict which catalyst facilitates the given reaction. (1) Reactant: C([O:3][C:4](=[O:30])[CH2:5][O:6][C:7]1[CH:12]=[C:11]([F:13])[CH:10]=[CH:9][C:8]=1[C:14](=[O:29])[NH:15][CH2:16][C:17]1[S:18][C:19]2[C:25]([F:26])=[CH:24][C:23]([F:27])=[C:22]([F:28])[C:20]=2[N:21]=1)C.[OH-].[Na+]. Product: [F:13][C:11]1[CH:10]=[CH:9][C:8]([C:14](=[O:29])[NH:15][CH2:16][C:17]2[S:18][C:19]3[C:25]([F:26])=[CH:24][C:23]([F:27])=[C:22]([F:28])[C:20]=3[N:21]=2)=[C:7]([CH:12]=1)[O:6][CH2:5][C:4]([OH:30])=[O:3]. The catalyst class is: 8. (2) Reactant: [Br:1][CH2:2][CH2:3][CH2:4][NH:5][C:6](=[O:12])[O:7][C:8]([CH3:11])([CH3:10])[CH3:9].[C:13]1([P:19]([C:26]2[CH:31]=[CH:30][CH:29]=[CH:28][CH:27]=2)[C:20]2[CH:25]=[CH:24][CH:23]=[CH:22][CH:21]=2)[CH:18]=[CH:17][CH:16]=[CH:15][CH:14]=1. Product: [Br-:1].[C:8]([O:7][C:6]([NH:5][CH2:4][CH2:3][CH2:2][P+:19]([C:20]1[CH:21]=[CH:22][CH:23]=[CH:24][CH:25]=1)([C:26]1[CH:31]=[CH:30][CH:29]=[CH:28][CH:27]=1)[C:13]1[CH:14]=[CH:15][CH:16]=[CH:17][CH:18]=1)=[O:12])([CH3:11])([CH3:10])[CH3:9]. The catalyst class is: 10. (3) Reactant: [C:1]([O:4][C@@H:5]1[O:22][CH2:21][C@@H:16]([O:17][C:18](=[O:20])[CH3:19])[C@H:11]([O:12][C:13](=[O:15])[CH3:14])[C@H:6]1[O:7][C:8](=[O:10])[CH3:9])(=O)[CH3:2].[CH3:23][C:24]([CH2:30][CH2:31][CH2:32][CH:33]([CH3:45])[CH2:34][CH2:35][CH2:36][CH:37]([CH3:44])[CH2:38][CH2:39][CH2:40][CH:41]([CH3:43])[CH3:42])=[CH:25][CH2:26]CCO.C(N(CC)CC)C. Product: [C:8]([O:7][C@@H:6]1[C@@H:11]([O:12][C:13](=[O:15])[CH3:14])[C@H:16]([O:17][C:18](=[O:20])[CH3:19])[CH2:21][O:22][CH:5]1[O:4][CH2:1][CH2:2][CH2:26][CH:25]=[C:24]([CH3:23])[CH2:30][CH2:31][CH2:32][CH:33]([CH3:45])[CH2:34][CH2:35][CH2:36][CH:37]([CH3:44])[CH2:38][CH2:39][CH2:40][CH:41]([CH3:43])[CH3:42])(=[O:10])[CH3:9]. The catalyst class is: 115. (4) Reactant: [CH3:1][C:2]1[CH:3]=[CH:4][C:5]([N+:9]([O-:11])=[O:10])=[C:6]([OH:8])[CH:7]=1.[C:12]([O-])([O-])=O.[K+].[K+].CI. Product: [CH3:12][O:8][C:6]1[CH:7]=[C:2]([CH3:1])[CH:3]=[CH:4][C:5]=1[N+:9]([O-:11])=[O:10]. The catalyst class is: 21. (5) Reactant: [CH2:1]([N:8]1[CH:13]([CH2:14][O:15][Si](C(C)(C)C)(C)C)[CH2:12][O:11][C:10]([CH3:24])([CH3:23])[C:9]1=[O:25])[C:2]1[CH:7]=[CH:6][CH:5]=[CH:4][CH:3]=1.[F-].C([N+](CCCC)(CCCC)CCCC)CCC. Product: [CH2:1]([N:8]1[CH:13]([CH2:14][OH:15])[CH2:12][O:11][C:10]([CH3:23])([CH3:24])[C:9]1=[O:25])[C:2]1[CH:3]=[CH:4][CH:5]=[CH:6][CH:7]=1. The catalyst class is: 7. (6) Reactant: [Cl:1][C:2]1[CH:3]=[N:4][C:5]2[C:10]([N:11]=1)=[CH:9][C:8]([CH:12]([OH:26])[C:13]1[CH:14]=[C:15]([NH:19][C:20](=[O:25])[C:21]([CH3:24])([CH3:23])[CH3:22])[CH:16]=[CH:17][CH:18]=1)=[CH:7][CH:6]=2. Product: [Cl:1][C:2]1[CH:3]=[N:4][C:5]2[C:10]([N:11]=1)=[CH:9][C:8]([C:12]([C:13]1[CH:14]=[C:15]([NH:19][C:20](=[O:25])[C:21]([CH3:23])([CH3:22])[CH3:24])[CH:16]=[CH:17][CH:18]=1)=[O:26])=[CH:7][CH:6]=2. The catalyst class is: 177. (7) Reactant: Cl.Cl.Cl.[NH2:4][C:5]1[CH:13]=[C:12]2[C:8]([CH2:9][CH2:10][CH2:11]2)=[CH:7][C:6]=1[O:14][CH2:15][C:16]1[N:17]=[CH:18][C:19]([C:22]([O:24][CH2:25][CH3:26])=[O:23])=[N:20][CH:21]=1.[CH3:27][C:28]1[N:29]=[C:30]([S:33](Cl)(=[O:35])=[O:34])[S:31][CH:32]=1.COC(C)(C)C. Product: [CH3:27][C:28]1[N:29]=[C:30]([S:33]([NH:4][C:5]2[CH:13]=[C:12]3[C:8]([CH2:9][CH2:10][CH2:11]3)=[CH:7][C:6]=2[O:14][CH2:15][C:16]2[N:17]=[CH:18][C:19]([C:22]([O:24][CH2:25][CH3:26])=[O:23])=[N:20][CH:21]=2)(=[O:35])=[O:34])[S:31][CH:32]=1. The catalyst class is: 17. (8) Reactant: [NH3:1].Cl[C:3]1[C:8]([C:9]#[N:10])=[CH:7][C:6]([F:11])=[CH:5][N:4]=1. Product: [NH2:1][C:3]1[C:8]([C:9]#[N:10])=[CH:7][C:6]([F:11])=[CH:5][N:4]=1. The catalyst class is: 12.